From a dataset of Forward reaction prediction with 1.9M reactions from USPTO patents (1976-2016). Predict the product of the given reaction. (1) The product is: [Cl:81][C:79]1[CH:78]=[CH:77][C:76]([CH3:82])=[C:75]([N:13]2[CH2:12][CH:11]3[CH2:7][N:8]([C:15]([O:17][C:18]([CH3:21])([CH3:20])[CH3:19])=[O:16])[CH2:9][CH:10]3[CH2:14]2)[CH:80]=1. Given the reactants C(O)(=O)C(O)=O.[CH2:7]1[CH:11]2[CH2:12][NH:13][CH2:14][CH:10]2[CH2:9][N:8]1[C:15]([O:17][C:18]([CH3:21])([CH3:20])[CH3:19])=[O:16].C1C=CC(P(C2C(C3C(P(C4C=CC=CC=4)C4C=CC=CC=4)=CC=C4C=3C=CC=C4)=C3C(C=CC=C3)=CC=2)C2C=CC=CC=2)=CC=1.CC(C)([O-])C.[Na+].Br[C:75]1[CH:80]=[C:79]([Cl:81])[CH:78]=[CH:77][C:76]=1[CH3:82], predict the reaction product. (2) Given the reactants [F:1][C:2]1[CH:7]=[C:6]([CH3:8])[CH:5]=[C:4]([I:9])[C:3]=1[N:10]=[C:11]=[O:12].[NH2:13][CH:14]1[CH2:19][CH2:18][N:17]([C:20]([O:22][C:23]([CH3:26])([CH3:25])[CH3:24])=[O:21])[CH2:16][CH2:15]1, predict the reaction product. The product is: [F:1][C:2]1[CH:7]=[C:6]([CH3:8])[CH:5]=[C:4]([I:9])[C:3]=1[NH:10][C:11]([NH:13][CH:14]1[CH2:15][CH2:16][N:17]([C:20]([O:22][C:23]([CH3:26])([CH3:25])[CH3:24])=[O:21])[CH2:18][CH2:19]1)=[O:12]. (3) Given the reactants [F:1][C:2]([F:19])([F:18])[C:3]([C:14]([F:17])([F:16])[F:15])([OH:13])[C:4]([F:12])([F:11])[CH:5]([OH:10])[C:6]([F:9])([F:8])[F:7].C(N(CC)CC)C.C1(C)C=CC=CC=1.[C:34](Cl)(=[O:38])[C:35]([CH3:37])=[CH2:36], predict the reaction product. The product is: [C:34]([O:10][CH:5]([C:6]([F:9])([F:8])[F:7])[C:4]([F:11])([F:12])[C:3]([OH:13])([C:14]([F:15])([F:16])[F:17])[C:2]([F:18])([F:19])[F:1])(=[O:38])[C:35]([CH3:37])=[CH2:36]. (4) The product is: [NH2:11][C:12]1[CH:17]=[CH:16][C:15]([S:18][C:2]2[N:7]3[CH:8]=[CH:9][N:10]=[C:6]3[CH:5]=[CH:4][CH:3]=2)=[CH:14][CH:13]=1. Given the reactants Cl[C:2]1[N:7]2[CH:8]=[CH:9][N:10]=[C:6]2[CH:5]=[CH:4][CH:3]=1.[NH2:11][C:12]1[CH:17]=[CH:16][C:15]([SH:18])=[CH:14][CH:13]=1.C(N(CC)CC)C.O, predict the reaction product. (5) The product is: [F:23][C:19]([F:24])([CH:20]([F:22])[F:21])[CH2:18][C:2]([CH2:18][C:19]([F:23])([F:24])[CH:20]([F:21])[F:22])([C:1]#[N:5])[C:3]#[N:4]. Given the reactants [C:1](#[N:5])[CH2:2][C:3]#[N:4].C(=O)([O-])[O-].[K+].[K+].FC(F)(F)S(O[CH2:18][C:19]([F:24])([F:23])[CH:20]([F:22])[F:21])(=O)=O.O, predict the reaction product. (6) The product is: [CH3:22][CH:21]([CH3:23])[CH2:20][CH2:19][N:18]1[C:17]2[CH:24]=[CH:25][C:26]([C:28]([NH2:30])=[NH:29])=[CH:27][C:16]=2[N:15]=[C:14]1[CH2:13][N:6]1[C:7]2[CH:12]=[CH:11][CH:10]=[CH:9][C:8]=2[NH:4][C:5]1=[O:31]. Given the reactants C([N:4]1[C:8]2[CH:9]=[CH:10][CH:11]=[CH:12][C:7]=2[N:6]([CH2:13][C:14]2[N:18]([CH2:19][CH2:20][CH:21]([CH3:23])[CH3:22])[C:17]3[CH:24]=[CH:25][C:26]([C:28]([NH2:30])=[NH:29])=[CH:27][C:16]=3[N:15]=2)[C:5]1=[O:31])(C)=C, predict the reaction product. (7) Given the reactants CS(O[CH2:6][C:7]1[O:11][N:10]=[C:9]([C:12]2[C:13]([C:42](=[O:46])[NH:43][CH2:44][CH3:45])=[N:14][O:15][C:16]=2[C:17]2[CH:22]=[C:21]([CH:23]([CH3:25])[CH3:24])[C:20]([O:26][CH2:27][C:28]3[CH:33]=[CH:32][CH:31]=[CH:30][CH:29]=3)=[CH:19][C:18]=2[O:34][CH2:35][C:36]2[CH:41]=[CH:40][CH:39]=[CH:38][CH:37]=2)[N:8]=1)(=O)=O.[CH3:47][NH:48][CH3:49], predict the reaction product. The product is: [CH2:35]([O:34][C:18]1[CH:19]=[C:20]([O:26][CH2:27][C:28]2[CH:33]=[CH:32][CH:31]=[CH:30][CH:29]=2)[C:21]([CH:23]([CH3:25])[CH3:24])=[CH:22][C:17]=1[C:16]1[O:15][N:14]=[C:13]([C:42]([NH:43][CH2:44][CH3:45])=[O:46])[C:12]=1[C:9]1[N:8]=[C:7]([CH2:6][N:48]([CH3:49])[CH3:47])[O:11][N:10]=1)[C:36]1[CH:37]=[CH:38][CH:39]=[CH:40][CH:41]=1. (8) Given the reactants [N:1]1[CH:6]=[CH:5][CH:4]=[C:3]2[CH2:7][CH2:8][CH2:9][C:2]=12.[OH:10]S(O)(=O)=O.[NH4+].[OH-], predict the reaction product. The product is: [N:1]1[CH:6]=[CH:5][CH:4]=[C:3]2[C:7](=[O:10])[CH2:8][CH2:9][C:2]=12. (9) Given the reactants [CH3:1][O:2][C:3]1[CH:4]=[C:5]2[C:10](=[CH:11][C:12]=1[O:13][CH3:14])[N:9]=[CH:8][CH:7]=[C:6]2[O:15][C:16]1[C:22]([CH3:23])=[CH:21][C:19]([NH2:20])=[C:18]([CH3:24])[CH:17]=1.C1(C)C=CC=CC=1.C(N(CC)CC)C.ClC(Cl)(O[C:43](=[O:49])[O:44][C:45](Cl)(Cl)Cl)Cl.[CH3:51][O:52][C:53]1[CH:54]=[C:55]([CH:58]=[CH:59][C:60]=1[O:61][CH3:62])CO, predict the reaction product. The product is: [CH3:1][O:2][C:3]1[CH:4]=[C:5]2[C:10](=[CH:11][C:12]=1[O:13][CH3:14])[N:9]=[CH:8][CH:7]=[C:6]2[O:15][C:16]1[C:22]([CH3:23])=[CH:21][C:19]([NH:20][C:43](=[O:49])[O:44][CH2:45][C:58]2[CH:55]=[CH:54][C:53]([O:52][CH3:51])=[C:60]([O:61][CH3:62])[CH:59]=2)=[C:18]([CH3:24])[CH:17]=1.